From a dataset of Peptide-MHC class I binding affinity with 185,985 pairs from IEDB/IMGT. Regression. Given a peptide amino acid sequence and an MHC pseudo amino acid sequence, predict their binding affinity value. This is MHC class I binding data. (1) The peptide sequence is HPRARSMSS. The MHC is HLA-B39:01 with pseudo-sequence HLA-B39:01. The binding affinity (normalized) is 0.0847. (2) The peptide sequence is SQIMSLPSL. The MHC is H-2-Db with pseudo-sequence H-2-Db. The binding affinity (normalized) is 0.174. (3) The peptide sequence is RPWSMGKEAP. The MHC is Mamu-A2201 with pseudo-sequence Mamu-A2201. The binding affinity (normalized) is 0.164. (4) The peptide sequence is RQGLERALL. The MHC is HLA-A33:01 with pseudo-sequence HLA-A33:01. The binding affinity (normalized) is 0. (5) The peptide sequence is NFLKQVYF. The MHC is H-2-Kb with pseudo-sequence H-2-Kb. The binding affinity (normalized) is 0. (6) The binding affinity (normalized) is 0. The peptide sequence is SRNKRGVF. The MHC is Mamu-A07 with pseudo-sequence Mamu-A07.